Dataset: Catalyst prediction with 721,799 reactions and 888 catalyst types from USPTO. Task: Predict which catalyst facilitates the given reaction. (1) The catalyst class is: 5. Reactant: [F:1][C:2]1[CH:3]=[C:4]([C@@H:9]2[CH2:11][C@H:10]2[NH:12][C:13]2[C:14]3[N:25]=[N:24][N:23]([C@H:26]4[C@@H:30]5[O:31]C(C)(C)[O:33][C@@H:29]5[C@@H:28]([O:36][CH2:37][CH2:38][OH:39])[CH2:27]4)[C:15]=3[N:16]=[C:17]([S:19][CH2:20][CH2:21][CH3:22])[N:18]=2)[CH:5]=[CH:6][C:7]=1[F:8].Cl. Product: [F:1][C:2]1[CH:3]=[C:4]([CH:9]2[CH2:11][CH:10]2[NH:12][C:13]2[C:14]3[N:25]=[N:24][N:23]([CH:26]4[CH2:27][CH:28]([O:36][CH2:37][CH2:38][OH:39])[CH:29]([OH:33])[CH:30]4[OH:31])[C:15]=3[N:16]=[C:17]([S:19][CH2:20][CH2:21][CH3:22])[N:18]=2)[CH:5]=[CH:6][C:7]=1[F:8]. (2) Reactant: [NH2:1][C@H:2]([C:4]1[N:9]=[C:8]2[CH:10]=[CH:11][N:12]([CH3:13])[C:7]2=[CH:6][C:5]=1[N:14]1[CH2:19][CH2:18][N:17]([C:20]([O:22][C:23]([CH3:26])([CH3:25])[CH3:24])=[O:21])[CH2:16][CH2:15]1)[CH3:3].[NH2:27][C:28]1[N:33]=[C:32]([NH2:34])[C:31]([C:35]#[N:36])=[C:30](Cl)[N:29]=1.C(N(CC)CC)C. The catalyst class is: 16. Product: [NH2:27][C:28]1[N:29]=[C:30]([NH:1][C@H:2]([C:4]2[N:9]=[C:8]3[CH:10]=[CH:11][N:12]([CH3:13])[C:7]3=[CH:6][C:5]=2[N:14]2[CH2:15][CH2:16][N:17]([C:20]([O:22][C:23]([CH3:25])([CH3:24])[CH3:26])=[O:21])[CH2:18][CH2:19]2)[CH3:3])[C:31]([C:35]#[N:36])=[C:32]([NH2:34])[N:33]=1.